The task is: Predict which catalyst facilitates the given reaction.. This data is from Catalyst prediction with 721,799 reactions and 888 catalyst types from USPTO. Reactant: [CH3:1][N:2]([CH3:25])[CH2:3][C:4]#[C:5][C:6]1[CH:7]=[C:8]2[C:12](=[CH:13][CH:14]=1)[C:11](=[C:15]1[C:23]3[C:18](=[CH:19][CH:20]=[CH:21][CH:22]=3)[NH:17][C:16]1=[O:24])[O:10][CH2:9]2.[H][H]. Product: [CH3:25][N:2]([CH3:1])[CH2:3][CH2:4][CH2:5][C:6]1[CH:7]=[C:8]2[C:12](=[CH:13][CH:14]=1)[C:11](=[C:15]1[C:23]3[C:18](=[CH:19][CH:20]=[CH:21][CH:22]=3)[NH:17][C:16]1=[O:24])[O:10][CH2:9]2. The catalyst class is: 43.